This data is from Full USPTO retrosynthesis dataset with 1.9M reactions from patents (1976-2016). The task is: Predict the reactants needed to synthesize the given product. Given the product [C:10]([NH:9][C:7]1[S:8][C:4]([CH2:3][N:2]([CH3:1])[C:38](=[O:43])[C:39]([F:40])([F:41])[F:42])=[C:5](/[CH:13]=[CH:14]\[C:15]2[CH:20]=[CH:19][C:18]([N+:21]([O-:23])=[O:22])=[CH:17][CH:16]=2)[N:6]=1)(=[O:12])[CH3:11], predict the reactants needed to synthesize it. The reactants are: [CH3:1][NH:2][CH2:3][C:4]1[S:8][C:7]([NH:9][C:10](=[O:12])[CH3:11])=[N:6][C:5]=1/[CH:13]=[CH:14]\[C:15]1[CH:20]=[CH:19][C:18]([N+:21]([O-:23])=[O:22])=[CH:17][CH:16]=1.C(N(CC)C(C)C)(C)C.[F:40][C:39]([F:42])([F:41])[C:38](O[C:38](=[O:43])[C:39]([F:42])([F:41])[F:40])=[O:43].C([O-])(O)=O.[Na+].